Dataset: Experimentally validated miRNA-target interactions with 360,000+ pairs, plus equal number of negative samples. Task: Binary Classification. Given a miRNA mature sequence and a target amino acid sequence, predict their likelihood of interaction. (1) The miRNA is mmu-miR-343 with sequence UCUCCCUUCAUGUGCCCAGA. The protein sequence of the target gene is MAARWSSENVVVEFRDSQATAMSVDCLGQHAVLSGRRFLYIVNLDAPFEGHRKISRQSKWDIGAVQWNPHDSFAHYFAASSNQRVDLYKWKDGSGEVGTTLQGHTRVISDLDWAVFEPDLLVTSSVDTYIYIWDIKDTRKPTVALSAVAGASQVKWNKKNANYLATSHDGDVRIWDKRKPSTAVEYLAAHLSKIHGLDWHPDSEHIFATSSQDNSVKFWDYRQPRKYLNILPCQVPVWKARYTPFSNGLVTVMVPQLRRENSLLLWNASDLNAPVHTFVGHDDVVLEFQWRRQKEGSKDY.... Result: 1 (interaction). (2) The miRNA is hsa-miR-105-3p with sequence ACGGAUGUUUGAGCAUGUGCUA. The protein sequence of the target gene is MGDSHVDTSSTVSEAVAEEVSLFSMTDMILFSLIVGLLTYWFLFRKKKEEVPEFTKIQTLTSSVRESSFVEKMKKTGRNIIVFYGSQTGTAEEFANRLSKDAHRYGMRGMSADPEEYDLADLSSLPEIDNALVVFCMATYGEGDPTDNAQDFYDWLQETDVDLSGVKFAVFGLGNKTYEHFNAMGKYVDKRLEQLGAQRIFELGLGDDDGNLEEDFITWREQFWPAVCEHFGVEATGEESSIRQYELVVHTDIDAAKVYMGEMGRLKSYENQKPPFDAKNPFLAAVTTNRKLNQGTERHL.... Result: 0 (no interaction). (3) The miRNA is hsa-miR-139-5p with sequence UCUACAGUGCACGUGUCUCCAGU. The protein sequence of the target gene is MTLVTAGGAWTGPGCWHEVKDEESSSEQSISIAVSHVNTSKAGLPAQTALPCDICGPILKDILHLDEHQGTHHGLKLHTCGACGRQFWFSANLHQYQKCYSIEQPLRRDKSEASIVKNCTVSKEPHPSEKPFTCKEEQKNFQATLGGCQQKAIHSKRKTHRSTESGDAFHGEQMHYKCSECGKAFSRKDTLVQHQRIHSGEKPYECSECGKAFSRKATLVQHQRIHTGERPYECSECGKTFSRKDNLTQHKRIHTGEMPYKCNECGKYFSHHSNLIVHQRVHNGARPYKCSDCGKVFRHK.... Result: 0 (no interaction). (4) The miRNA is mmu-miR-568 with sequence AUGUAUAAAUGUAUACACAC. The protein sequence of the target gene is MSEASRDDYKIQSFDAETQQLLKTALKDPGAVDLERVANVIVDHSLQDCVFSKEAGRMCYAIIQAESKQAGQSVFRRGLLNRLQKEYDAREQLRACSLQGWVCYVTFICNIFDYLRVNNMPMMALVNPVYDCLFQLAQPESLSREEEVDCLVLQLHRVGEQLEKMNGQRMDELFILIRDGFLLPTDLSSLARLLLLEMIEFRAAGWKTTPAAHKYYYSEVSD. Result: 0 (no interaction).